Dataset: Peptide-MHC class I binding affinity with 185,985 pairs from IEDB/IMGT. Task: Regression. Given a peptide amino acid sequence and an MHC pseudo amino acid sequence, predict their binding affinity value. This is MHC class I binding data. (1) The peptide sequence is QLIPCMDVVL. The MHC is HLA-A24:02 with pseudo-sequence HLA-A24:02. The binding affinity (normalized) is 0. (2) The peptide sequence is FSYFFPSL. The MHC is H-2-Kb with pseudo-sequence H-2-Kb. The binding affinity (normalized) is 0.434.